From a dataset of Experimentally validated miRNA-target interactions with 360,000+ pairs, plus equal number of negative samples. Binary Classification. Given a miRNA mature sequence and a target amino acid sequence, predict their likelihood of interaction. (1) The miRNA is hsa-miR-3714 with sequence GAAGGCAGCAGUGCUCCCCUGU. The protein sequence of the target gene is MAARSWQDELAQQAEEGSARLREMLSVGLGFLRTELGLDLGLEPKRYPGWVILVGTGALGLLLLFLLGYGWAAACAGARKKRRSPPRKREEAAAVPAAAPDDLALLKNLRSEEQKKKNRKKLSEKPKPNGRTVEVAEGEAVRTPQSVTAKQPPEIDKKNEKSKKNKKKSKSDAKAVQNSSRHDGKEVDEGAWETKISHREKRQQRKRDKVLTDSGSLDSTIPGIENTITVTTEQLTTASFPVGSKKNKGDSHLNVQVSNFKSGKGDSTLQVSSGLNENLTVNGGGWNEKSVKLSSQISAG.... Result: 1 (interaction). (2) Result: 1 (interaction). The miRNA is hsa-miR-92a-3p with sequence UAUUGCACUUGUCCCGGCCUGU. The protein sequence of the target gene is MAASPGSGSANPRKFSEKIALHTQRQAEETRAFEQLMTDLTLSRVQFQKLQQLRLTQYHGGSLPNVSQLRSSASEFQPSFHQADNVRGTRHHGLVERPSRNRFHPLHRRSGDKPGRQFDGSAFGANYSSQPLDESWPRQQPPWKDEKHPGFRLTSALNRTNSDSALHTSALSTKPQDPYGGGGQSAWPAPYMGFCDGENNGHGEVASFPGPLKEENLLNVPKPLPKQLWETKEIQSLSGRPRSCDVGGGNAFPHNGQNLGLSPFLGTLNTGGSLPDLTNLHYSTPLPASLDTTDHHFGSM.... (3) The miRNA is hsa-miR-6510-5p with sequence CAGCAGGGGAGAGAGAGGAGUC. The protein sequence of the target gene is MGDNPFQPKSNSKMAELFMECEEEELEPWQKKVKEVEDDDDDEPIFVGEISSSKPAISNILNRVNPSSYSRGLKNGALSRGITAAFKPTSQHYTNPTSNPVPASPINFHPESRSSDSSVIVQPFSKPGYITNSSRVVSNKSSELLFDLTQDTGLSHYQGGPTLSMAGMSESSFLSKRPSTSEVNNVNPKKPKPSESVSGANSSAVLPSVKSPSVTSSQAMLAKGTNTSSNQSKNGTPFPRACPKCNIHFNLLDPLKNHMKYCCPDMINNFLGLAKTEFSSTVNKNTTIDSEKGKLIMLVN.... Result: 0 (no interaction). (4) The miRNA is hsa-miR-3190-3p with sequence UGUGGAAGGUAGACGGCCAGAGA. Result: 0 (no interaction). The protein sequence of the target gene is MTKTTTCVYHFLVLNWYIFLNYHIPQIGRNEEKLREFHDGGRSKYLTLLNLLLQAIFFGVACLDDVLKRVIGRKDIKFVTSFRDLLFTTMAFPISTFVFLVFWTLFHYDRSLVYPKGLDDFFPAWVNHAMHTSIFPFSLFETILRPHNYPSKKLGLTLLGAFNFAYIIRILWRYVQTGNWVYPVFDSLSPLGIIIFFSAAYILVAGIYLFGEKINHWKWGAIAKPQMKKN. (5) The miRNA is mmu-miR-467g with sequence UAUACAUACACACACAUAUAU. The protein sequence of the target gene is MLLGRLTSQLLRAVPWAGGRPPWPVSGVLGSRVCGPLYSTSPAGPGRAASLPRKGAQLELEEMLVPRKMSVSPLESWLTARCFLPRLDTGTAGTVAPPQSYQCPPSQIGEGAEQGDEGVADAPQIQCKNVLKIRRRKMNHHKYRKLVKKTRFLRRKVQEGRLRRKQIKFEKDLRRIWLKAGLKEAPEGWQTPKIYLRGK. Result: 0 (no interaction). (6) The miRNA is mmu-miR-378a-3p with sequence ACUGGACUUGGAGUCAGAAGG. The protein sequence of the target gene is MAPAALWVALVFELQLWATGHTVPAQVVLTPYKPEPGYECQISQEYYDRKAQMCCAKCPPGQYVKHFCNKTSDTVCADCEASMYTQVWNQFRTCLSCSSSCTTDQVEIRACTKQQNRVCACEAGRYCALKTHSGSCRQCMRLSKCGPGFGVASSRAPNGNVLCKACAPGTFSDTTSSTDVCRPHRICSILAIPGNASTDAVCAPESPTLSAIPRTLYVSQPEPTRSQPLDQEPGPSQTPSILTSLGSTPIIEQSTKGGISLPIGLIVGVTSLGLLMLGLVNCIILVQRKKKPSCLQRDAK.... Result: 1 (interaction). (7) The miRNA is hsa-miR-3121-3p with sequence UAAAUAGAGUAGGCAAAGGACA. The protein sequence of the target gene is MADDKVAILTDDEEEQKRKYVLADPFNGISREPEPPSNETPSSTETSAIPEEEIDWIEKHCVKINNDLLISKVFYFFFYSAYGSLYPLLPVYYKQLGMSPSQSGLLVGIRYFIEFCSAPFWGVVADRFKKGKIVLLFSLLCWVLFNLGIGFVKPATLRCVPKIRPTTHPTNASHQLTILPTNSSFTSFLTISPKMREKRNLLETRLNVSDTVTLPTAPNMNSEPTLQPQTGEITNRMMDLTLNSSTATPVSPGSVTKETTTVIVTTTKSLPSDQVMLVYDQQEVEAIFLVILVVVIIGEF.... Result: 1 (interaction). (8) The miRNA is hsa-miR-92a-3p with sequence UAUUGCACUUGUCCCGGCCUGU. The protein sequence of the target gene is MMTTSLIWGIAIAACCCLWLILGIRRRQTGEPPLENGLIPYLGCALQFGANPLEFLRANQRKHGHVFTCKLMGKYVHFITNPLSYHKVLCHGKYFDWKKFHFATSAKAFGHRSIDPMDGNTTENINDTFIKTLQGHALNSLTESMMENLQRIMRPPVSSNSKTAAWVTEGMYSFCYRVMFEAGYLTIFGRDLTRRDTQKAHILNNLDNFKQFDKVFPALVAGLPIHMFRTAHNAREKLAESLRHENLQKRESISELISLRMFLNDTLSTFDDLEKAKTHLVVLWASQANTIPATFWSLFQ.... Result: 1 (interaction).